From a dataset of Catalyst prediction with 721,799 reactions and 888 catalyst types from USPTO. Predict which catalyst facilitates the given reaction. (1) Reactant: O[CH2:2][C:3]1[CH:18]=[CH:17][C:6]2[S:7][CH:8]=[C:9]([C:10]3[CH:15]=[CH:14][CH:13]=[CH:12][C:11]=3[CH3:16])[C:5]=2[CH:4]=1.P(Br)(Br)[Br:20].CN(C=O)C.O. Product: [Br:20][CH2:2][C:3]1[CH:18]=[CH:17][C:6]2[S:7][CH:8]=[C:9]([C:10]3[CH:15]=[CH:14][CH:13]=[CH:12][C:11]=3[CH3:16])[C:5]=2[CH:4]=1. The catalyst class is: 2. (2) Reactant: C([O:3][C:4](=[O:43])[CH2:5][CH:6]([C:29]1[CH:34]=[CH:33][CH:32]=[C:31]([O:35][CH2:36][C:37]2[CH:42]=[CH:41][CH:40]=[CH:39][CH:38]=2)[CH:30]=1)[N:7]1[C:15]2[C:10](=[CH:11][C:12]([O:16][CH2:17][CH2:18][C:19]3[CH:28]=[CH:27][C:26]4[CH2:25][CH2:24][CH2:23][NH:22][C:21]=4[N:20]=3)=[CH:13][CH:14]=2)[CH:9]=[CH:8]1)C.[OH-].[Li+].[Cl-].[NH4+]. The catalyst class is: 87. Product: [CH2:36]([O:35][C:31]1[CH:30]=[C:29]([CH:6]([N:7]2[C:15]3[C:10](=[CH:11][C:12]([O:16][CH2:17][CH2:18][C:19]4[CH:28]=[CH:27][C:26]5[CH2:25][CH2:24][CH2:23][NH:22][C:21]=5[N:20]=4)=[CH:13][CH:14]=3)[CH:9]=[CH:8]2)[CH2:5][C:4]([OH:43])=[O:3])[CH:34]=[CH:33][CH:32]=1)[C:37]1[CH:42]=[CH:41][CH:40]=[CH:39][CH:38]=1. (3) Reactant: [F:1][C:2]([F:20])([F:19])[C:3]([NH:5][C:6]1[CH:18]=[CH:17][C:9]2[S:10][C:11]([C:13]([O:15]C)=[O:14])=[CH:12][C:8]=2[CH:7]=1)=[O:4].O.[OH-].[Li+].O. Product: [F:20][C:2]([F:1])([F:19])[C:3]([NH:5][C:6]1[CH:18]=[CH:17][C:9]2[S:10][C:11]([C:13]([OH:15])=[O:14])=[CH:12][C:8]=2[CH:7]=1)=[O:4]. The catalyst class is: 5. (4) Reactant: [C:1]([C:3]1[S:7][CH:6]=[C:5]([C:8]2[C:12]3[C:13](=[O:21])[NH:14][CH:15]=[C:16]([C:17]([O:19][CH3:20])=[O:18])[C:11]=3[N:10]([CH:22]3[CH2:26][CH2:25][CH2:24][CH2:23]3)[CH:9]=2)[CH:4]=1)#[N:2].[C:27](=[O:30])([O-])[OH:28].[Na+].Cl.[NH2:33]O.O. Product: [CH:22]1([N:10]2[C:11]3[C:16]([C:17]([O:19][CH3:20])=[O:18])=[CH:15][NH:14][C:13](=[O:21])[C:12]=3[C:8]([C:5]3[CH:4]=[C:3]([C:1]4[NH:33][C:27](=[O:30])[O:28][N:2]=4)[S:7][CH:6]=3)=[CH:9]2)[CH2:26][CH2:25][CH2:24][CH2:23]1. The catalyst class is: 16. (5) Reactant: [CH:1]1([C:4]2[C:12]([N:13]([CH2:18][CH2:19][CH2:20]O)[S:14]([CH3:17])(=[O:16])=[O:15])=[CH:11][C:10]3[C:6](=[C:7]([C:36]([NH:38][CH3:39])=[O:37])[N:8]([C:22]4[CH:27]=[CH:26][C:25]([NH:28][C:29]5[CH:34]=[CH:33][C:32]([F:35])=[CH:31][CH:30]=5)=[CH:24][CH:23]=4)[N:9]=3)[CH:5]=2)[CH2:3][CH2:2]1.C1(P(C2C=CC=CC=2)C2C=CC=CC=2)C=CC=CC=1.[C:59]1(=[O:69])[NH:63][C:62](=[O:64])[C:61]2=[CH:65][CH:66]=[CH:67][CH:68]=[C:60]12.N(C(OC(C)C)=O)=NC(OC(C)C)=O.CC(OC(/N=N/C(OC(C)C)=O)=O)C. Product: [CH:1]1([C:4]2[C:12]([N:13]([CH2:18][CH2:19][CH2:20][N:63]3[C:59](=[O:69])[C:60]4[C:61](=[CH:65][CH:66]=[CH:67][CH:68]=4)[C:62]3=[O:64])[S:14]([CH3:17])(=[O:16])=[O:15])=[CH:11][C:10]3[C:6](=[C:7]([C:36]([NH:38][CH3:39])=[O:37])[N:8]([C:22]4[CH:27]=[CH:26][C:25]([NH:28][C:29]5[CH:30]=[CH:31][C:32]([F:35])=[CH:33][CH:34]=5)=[CH:24][CH:23]=4)[N:9]=3)[CH:5]=2)[CH2:3][CH2:2]1. The catalyst class is: 1.